From a dataset of Reaction yield outcomes from USPTO patents with 853,638 reactions. Predict the reaction yield, written as a fraction of the theoretical maximum amount of product (1.0 means a 100% yield; for example, 0.34 means a 34% yield). The reactants are [CH3:1][C:2]1([CH3:36])[CH2:6][CH:5]([CH2:7][N:8]2[C:16]3[C:11](=[CH:12][C:13]([C:17]4[CH:18]=[N:19][N:20](C5CCCCO5)[CH:21]=4)=[CH:14][CH:15]=3)[CH:10]=[CH:9]2)[CH2:4][N:3]1[C:28]([C:30]1[CH:35]=[CH:34][CH:33]=[CH:32][CH:31]=1)=[O:29].O.C1(C)C=CC(S(O)(=O)=O)=CC=1.CO.ClCCl. The catalyst is CO. The product is [NH:19]1[CH:18]=[C:17]([C:13]2[CH:12]=[C:11]3[C:16](=[CH:15][CH:14]=2)[N:8]([CH2:7][CH:5]2[CH2:4][N:3]([C:28]([C:30]4[CH:35]=[CH:34][CH:33]=[CH:32][CH:31]=4)=[O:29])[C:2]([CH3:36])([CH3:1])[CH2:6]2)[CH:9]=[CH:10]3)[CH:21]=[N:20]1. The yield is 0.660.